From a dataset of Catalyst prediction with 721,799 reactions and 888 catalyst types from USPTO. Predict which catalyst facilitates the given reaction. Reactant: [OH:1][C@H:2]1[CH2:6][CH2:5][NH:4][C@H:3]1[CH3:7].CS(C)=O.C(=O)([O-])O.[Na+].Cl[C:18]([O:20][CH2:21][C:22]1[CH:27]=[CH:26][CH:25]=[CH:24][CH:23]=1)=[O:19]. Product: [OH:1][C@H:2]1[CH2:6][CH2:5][N:4]([C:18]([O:20][CH2:21][C:22]2[CH:27]=[CH:26][CH:25]=[CH:24][CH:23]=2)=[O:19])[C@H:3]1[CH3:7]. The catalyst class is: 6.